This data is from Reaction yield outcomes from USPTO patents with 853,638 reactions. The task is: Predict the reaction yield, written as a fraction of the theoretical maximum amount of product (1.0 means a 100% yield; for example, 0.34 means a 34% yield). (1) The reactants are [NH2:1][C:2]1[C:3]([C:7]2[N:11]([CH2:12][C:13]3[CH:18]=[CH:17][CH:16]=[CH:15][CH:14]=3)[C:10](=[O:19])[O:9][N:8]=2)=[N:4][O:5][N:6]=1.[CH2:20](Br)[C:21]1[CH:26]=[CH:25][CH:24]=[CH:23][CH:22]=1. No catalyst specified. The product is [CH2:12]([N:11]1[C:10](=[O:19])[O:9][N:8]=[C:7]1[C:3]1[C:2]([NH:1][CH2:20][C:21]2[CH:26]=[CH:25][CH:24]=[CH:23][CH:22]=2)=[N:6][O:5][N:4]=1)[C:13]1[CH:18]=[CH:17][CH:16]=[CH:15][CH:14]=1. The yield is 0.150. (2) The reactants are [Si]([O:8][CH2:9][CH2:10][CH2:11][O:12][C:13]1[CH:18]=[CH:17][N:16]([C:19]2[S:23][C:22]([C:24]([NH:26][CH2:27][C:28]3[CH:33]=[CH:32][CH:31]=[C:30]([F:34])[CH:29]=3)=[O:25])=[C:21]([CH3:35])[CH:20]=2)[C:15](=[O:36])[CH:14]=1)(C(C)(C)C)(C)C. The catalyst is C(O)(=O)C. The product is [F:34][C:30]1[CH:29]=[C:28]([CH:33]=[CH:32][CH:31]=1)[CH2:27][NH:26][C:24]([C:22]1[S:23][C:19]([N:16]2[CH:17]=[CH:18][C:13]([O:12][CH2:11][CH2:10][CH2:9][OH:8])=[CH:14][C:15]2=[O:36])=[CH:20][C:21]=1[CH3:35])=[O:25]. The yield is 0.610. (3) The reactants are [CH3:1][O:2][C:3]1[CH:8]=[CH:7][C:6]([OH:9])=[CH:5][CH:4]=1.[Br:10]Br. The catalyst is C(Cl)(Cl)Cl.ClCCl. The product is [Br:10][C:7]1[CH:8]=[C:3]([O:2][CH3:1])[CH:4]=[CH:5][C:6]=1[OH:9]. The yield is 1.00. (4) The reactants are [CH2:1]([N:8]([CH2:15][C:16]1[C:21](Cl)=[N:20][C:19]([N:23]2[CH2:27][CH2:26][CH2:25][CH:24]2[CH2:28][O:29][CH3:30])=[CH:18][N:17]=1)[CH2:9][C@@H:10]([OH:14])[CH2:11][O:12][CH3:13])[C:2]1[CH:7]=[CH:6][CH:5]=[CH:4][CH:3]=1.CC(C)([O-])C.[K+].O. The catalyst is CN(C=O)C. The product is [CH2:1]([N:8]1[CH2:15][C:16]2[N:17]=[CH:18][C:19]([N:23]3[CH2:27][CH2:26][CH2:25][CH:24]3[CH2:28][O:29][CH3:30])=[N:20][C:21]=2[O:14][C@@H:10]([CH2:11][O:12][CH3:13])[CH2:9]1)[C:2]1[CH:7]=[CH:6][CH:5]=[CH:4][CH:3]=1. The yield is 0.880. (5) The reactants are FC(F)(F)C(O)=O.C(OC(=O)[NH:14][C@@H:15]([CH2:30][N:31]1[CH2:36][C:35](=[O:37])[N:34]([C:38]2[CH:43]=[C:42]([F:44])[CH:41]=[CH:40][C:39]=2[CH3:45])[CH2:33][C:32]1([CH3:47])[CH3:46])[C@@H:16]([OH:29])[CH2:17][C@H:18]([C:20](=[O:28])[NH:21][CH:22]1[CH2:27][CH2:26][CH2:25][CH2:24][CH2:23]1)[CH3:19])(C)(C)C.[C:49]([OH:56])(=[O:55])/[CH:50]=[CH:51]/[C:52]([OH:54])=[O:53].[CH:57]1([NH:63][C:64](=[O:90])[C@H:65]([CH3:89])[CH2:66][C@H:67]([OH:88])[C@@H:68]([NH2:87])[CH2:69][N:70]2[CH2:75][C:74](=[O:76])[N:73]([C:77]3[CH:82]=[C:81]([F:83])[CH:80]=[CH:79][C:78]=3[CH3:84])[CH2:72][C:71]2([CH3:86])[CH3:85])[CH2:62][CH2:61][CH2:60][CH2:59][CH2:58]1. The catalyst is C(Cl)Cl.CO. The product is [C:49]([OH:56])(=[O:55])/[CH:50]=[CH:51]/[C:52]([OH:54])=[O:53].[CH:22]1([NH:21][C:20](=[O:28])[C@H:18]([CH3:19])[CH2:17][C@H:16]([OH:29])[C@@H:15]([NH2:14])[CH2:30][N:31]2[CH2:36][C:35](=[O:37])[N:34]([C:38]3[CH:43]=[C:42]([F:44])[CH:41]=[CH:40][C:39]=3[CH3:45])[CH2:33][C:32]2([CH3:47])[CH3:46])[CH2:27][CH2:26][CH2:25][CH2:24][CH2:23]1.[NH2:87][C@@H:68]([CH2:69][N:70]1[CH2:75][C:74](=[O:76])[N:73]([C:77]2[CH:82]=[C:81]([F:83])[CH:80]=[CH:79][C:78]=2[CH3:84])[CH2:72][C:71]1([CH3:85])[CH3:86])[C@@H:67]([OH:88])[CH2:66][C@@H:65]([CH3:89])[C:64]([NH:63][CH:57]1[CH2:58][CH2:59][CH2:60][CH2:61][CH2:62]1)=[O:90]. The yield is 0.840. (6) The reactants are [Li]CCCC.[C:6]([Si:10]([CH3:23])([CH3:22])[O:11][C@H:12]1[CH2:16][CH2:15][N:14]([C:17]2[S:18][CH:19]=[CH:20][N:21]=2)[CH2:13]1)([CH3:9])([CH3:8])[CH3:7].CN([CH:27]=[O:28])C.O. The catalyst is C1COCC1. The product is [C:6]([Si:10]([CH3:23])([CH3:22])[O:11][C@H:12]1[CH2:16][CH2:15][N:14]([C:17]2[S:18][C:19]([CH:27]=[O:28])=[CH:20][N:21]=2)[CH2:13]1)([CH3:9])([CH3:8])[CH3:7]. The yield is 1.00.